Dataset: Reaction yield outcomes from USPTO patents with 853,638 reactions. Task: Predict the reaction yield, written as a fraction of the theoretical maximum amount of product (1.0 means a 100% yield; for example, 0.34 means a 34% yield). (1) The reactants are Cl[C:2]1[C:7]2[C:8](=[O:28])[N:9]([C:13]3[CH:14]=[CH:15][C:16]([O:19][CH2:20][C:21]([CH3:27])([CH3:26])[C:22]([O:24][CH3:25])=[O:23])=[N:17][CH:18]=3)[CH2:10][CH2:11][O:12][C:6]=2[N:5]=[CH:4][N:3]=1.[NH3:29]. The catalyst is O1CCOCC1. The product is [NH2:29][C:2]1[C:7]2[C:8](=[O:28])[N:9]([C:13]3[CH:14]=[CH:15][C:16]([O:19][CH2:20][C:21]([CH3:27])([CH3:26])[C:22]([O:24][CH3:25])=[O:23])=[N:17][CH:18]=3)[CH2:10][CH2:11][O:12][C:6]=2[N:5]=[CH:4][N:3]=1. The yield is 0.570. (2) The reactants are [O-]P([O-])([O-])=O.[K+].[K+].[K+].Br[C:10]1[CH:19]=[CH:18][C:13]([C:14]([O:16][CH3:17])=[O:15])=[CH:12][CH:11]=1.[NH:20]1[CH2:25][CH2:24][O:23][CH2:22][CH2:21]1. The catalyst is C1C=CC(/C=C/C(/C=C/C2C=CC=CC=2)=O)=CC=1.C1C=CC(/C=C/C(/C=C/C2C=CC=CC=2)=O)=CC=1.C1C=CC(/C=C/C(/C=C/C2C=CC=CC=2)=O)=CC=1.[Pd].[Pd].COCCOC. The product is [C:14]([C:13]1[CH:18]=[CH:19][C:10]([N:20]2[CH2:25][CH2:24][O:23][CH2:22][CH2:21]2)=[CH:11][CH:12]=1)([O:16][CH3:17])=[O:15]. The yield is 0.800. (3) The reactants are I[C:2]1[C:3]([NH2:14])=[CH:4][C:5]([C:8]2[CH:13]=[CH:12][CH:11]=[CH:10][CH:9]=2)=[N:6][CH:7]=1.N1C2C(=CC=C3C=2N=CC=C3)C=CC=1.[C:29](=O)([O-])[O-:30].[Cs+].[Cs+]. The catalyst is CO.[Cu]I. The product is [CH3:29][O:30][C:2]1[C:3]([NH2:14])=[CH:4][C:5]([C:8]2[CH:13]=[CH:12][CH:11]=[CH:10][CH:9]=2)=[N:6][CH:7]=1. The yield is 0.450. (4) The reactants are [Br:1][C:2]1[C:3](F)=[C:4]2[C:10]([NH:11][C:12](=[O:19])[C:13]3[CH:18]=[CH:17][CH:16]=[N:15][CH:14]=3)=[CH:9][NH:8][C:5]2=[N:6][CH:7]=1.[NH:21]1[CH2:26][CH2:25][CH2:24][CH:23]([NH:27][C:28](=[O:34])[O:29][C:30]([CH3:33])([CH3:32])[CH3:31])[CH2:22]1. No catalyst specified. The product is [Br:1][C:2]1[C:3]([N:21]2[CH2:26][CH2:25][CH2:24][C@@H:23]([NH:27][C:28](=[O:34])[O:29][C:30]([CH3:32])([CH3:31])[CH3:33])[CH2:22]2)=[C:4]2[C:10]([NH:11][C:12](=[O:19])[C:13]3[CH:18]=[CH:17][CH:16]=[N:15][CH:14]=3)=[CH:9][NH:8][C:5]2=[N:6][CH:7]=1. The yield is 0.340. (5) The reactants are [C:1]([C:3]1[N:8]=[C:7]2[NH:9][CH:10]=[C:11](/[CH:12]=[C:13]3\[O:14][C:15]4[C:22]([CH2:23][N:24]5[CH2:29][CH2:28][N:27](C(OC(C)(C)C)=O)[CH2:26][CH2:25]5)=[C:21]([OH:37])[CH:20]=[CH:19][C:16]=4[C:17]\3=[O:18])[C:6]2=[CH:5][CH:4]=1)#[CH:2].[ClH:38]. The catalyst is C(Cl)Cl.O1CCOCC1. The product is [ClH:38].[ClH:38].[ClH:38].[C:1]([C:3]1[N:8]=[C:7]2[NH:9][CH:10]=[C:11](/[CH:12]=[C:13]3\[O:14][C:15]4[C:22]([CH2:23][N:24]5[CH2:29][CH2:28][NH:27][CH2:26][CH2:25]5)=[C:21]([OH:37])[CH:20]=[CH:19][C:16]=4[C:17]\3=[O:18])[C:6]2=[CH:5][CH:4]=1)#[CH:2]. The yield is 0.780.